Dataset: Rat liver microsome stability data. Task: Regression/Classification. Given a drug SMILES string, predict its absorption, distribution, metabolism, or excretion properties. Task type varies by dataset: regression for continuous measurements (e.g., permeability, clearance, half-life) or binary classification for categorical outcomes (e.g., BBB penetration, CYP inhibition). Dataset: rlm. (1) The drug is Brc1ccccc1-c1nc(NCc2ccc(-c3cccnc3)cc2)c2ccccc2n1. The result is 1 (stable in rat liver microsomes). (2) The compound is Cc1ccc(-c2cc(C(=O)Nc3ccc(S(=O)(=O)N(C)Cc4nccs4)cc3)c3ccccc3n2)cc1C. The result is 1 (stable in rat liver microsomes). (3) The compound is CCN1C(=O)c2ccccc2[S@+]([O-])c2ccc(C(=O)NCc3ccc(C#N)cc3)cc21. The result is 1 (stable in rat liver microsomes). (4) The molecule is Cc1ccnc(NC(=S)N2CCN(c3ccc(C(F)(F)F)cc3)CC2)c1. The result is 0 (unstable in rat liver microsomes). (5) The drug is O=[N+]([O-])c1ccc(O)cc1. The result is 1 (stable in rat liver microsomes). (6) The drug is Cc1cc(-c2nc(Nc3ccc(F)c(F)c3)c3ccccc3n2)cc(C)n1. The result is 0 (unstable in rat liver microsomes). (7) The molecule is O=S(=O)(Nc1nccs1)c1ccc(NCc2cccc(O)c2)cc1. The result is 0 (unstable in rat liver microsomes).